From a dataset of Forward reaction prediction with 1.9M reactions from USPTO patents (1976-2016). Predict the product of the given reaction. (1) Given the reactants [O:1]1[CH2:6][CH2:5][CH2:4][CH2:3][CH:2]1[N:7]1[C:15]2[C:10](=[CH:11][C:12]([C:16]3[N:20]=[CH:19][N:18]([C:21]([C:34]4[CH:39]=[CH:38][CH:37]=[CH:36][CH:35]=4)([C:28]4[CH:33]=[CH:32][CH:31]=[CH:30][CH:29]=4)[C:22]4[CH:27]=[CH:26][CH:25]=[CH:24][CH:23]=4)[N:17]=3)=[CH:13][CH:14]=2)[C:9]([C:40]2[CH:41]=[C:42]([CH:47]=[CH:48][CH:49]=2)[C:43]([O:45]C)=O)=[N:8]1.O.[OH-].[Li+].[CH2:53]1[C:61]2[C:56](=[CH:57][CH:58]=[CH:59][CH:60]=2)[CH2:55][NH:54]1.O.ON1C2C=CC=CC=2N=N1.Cl.CN(C)CCCN=C=NCC, predict the reaction product. The product is: [O:1]1[CH2:6][CH2:5][CH2:4][CH2:3][CH:2]1[N:7]1[C:15]2[C:10](=[CH:11][C:12]([C:16]3[N:20]=[CH:19][N:18]([C:21]([C:22]4[CH:23]=[CH:24][CH:25]=[CH:26][CH:27]=4)([C:28]4[CH:29]=[CH:30][CH:31]=[CH:32][CH:33]=4)[C:34]4[CH:39]=[CH:38][CH:37]=[CH:36][CH:35]=4)[N:17]=3)=[CH:13][CH:14]=2)[C:9]([C:40]2[CH:41]=[C:42]([C:43]([N:54]3[CH2:55][C:56]4[C:61](=[CH:60][CH:59]=[CH:58][CH:57]=4)[CH2:53]3)=[O:45])[CH:47]=[CH:48][CH:49]=2)=[N:8]1. (2) The product is: [CH3:3][N:4]1[C:8]([CH3:15])=[CH:9][C:10](=[O:11])[N:5]1[CH3:6]. Given the reactants Cl.Cl.[CH3:3][NH:4][NH:5][CH3:6].O=[C:8]([CH3:15])[CH2:9][C:10](OCC)=[O:11], predict the reaction product. (3) Given the reactants [NH2:1][C:2]1[C:6]([C:7]([C:9]2[S:10][CH:11]=[CH:12][CH:13]=2)=[O:8])=[CH:5][NH:4][N:3]=1.CN(C)[CH:16]=[CH:17][C:18]([C:20]1[CH:21]=[C:22]([N:26]([CH3:30])[C:27](=[O:29])[CH3:28])[CH:23]=[CH:24][CH:25]=1)=O, predict the reaction product. The product is: [CH3:30][N:26]([C:22]1[CH:23]=[CH:24][CH:25]=[C:20]([C:18]2[N:3]3[N:4]=[CH:5][C:6]([C:7]([C:9]4[S:10][CH:11]=[CH:12][CH:13]=4)=[O:8])=[C:2]3[N:1]=[CH:16][CH:17]=2)[CH:21]=1)[C:27](=[O:29])[CH3:28]. (4) Given the reactants [F:1][C:2]([F:7])([F:6])[C:3]([OH:5])=[O:4].[O:8]1[CH:12]=[C:11]([C:13]2[CH:27]=[CH:26][CH:25]=[CH:24][C:14]=2[CH2:15][NH:16]C(=O)OC(C)(C)C)[N:10]=[CH:9]1, predict the reaction product. The product is: [F:1][C:2]([F:7])([F:6])[C:3]([OH:5])=[O:4].[O:8]1[CH:12]=[C:11]([C:13]2[CH:27]=[CH:26][CH:25]=[CH:24][C:14]=2[CH2:15][NH2:16])[N:10]=[CH:9]1. (5) Given the reactants [C:1]([O:5][C@@H:6]([C:11]1[C:26]([CH3:27])=[CH:25][C:14]2[N:15]=[C:16]([C:18]3[CH:23]=[CH:22][N:21]=[C:20](Cl)[N:19]=3)[S:17][C:13]=2[C:12]=1[C:28]1[CH:33]=[CH:32][C:31]([Cl:34])=[CH:30][CH:29]=1)[C:7]([O:9]C)=[O:8])([CH3:4])([CH3:3])[CH3:2].O1[CH2:40][CH2:39]OCC1.O.[OH-].[Na+].[CH2:44](O)[CH3:45], predict the reaction product. The product is: [C:1]([O:5][C@@H:6]([C:11]1[C:26]([CH3:27])=[CH:25][C:14]2[N:15]=[C:16]([C:18]3[CH:23]=[CH:22][N:21]=[C:20]([N:15]4[CH2:45][CH2:44][N:19]([CH2:39][CH3:40])[CH2:18][CH2:16]4)[N:19]=3)[S:17][C:13]=2[C:12]=1[C:28]1[CH:29]=[CH:30][C:31]([Cl:34])=[CH:32][CH:33]=1)[C:7]([OH:9])=[O:8])([CH3:4])([CH3:2])[CH3:3]. (6) Given the reactants [CH2:1]([O:8][C:9]1[CH:10]=[CH:11][C:12]2[C:13]3[N:14]([CH2:22][CH2:23][N:24]=3)[C:15]([NH2:21])=[N:16][C:17]=2[C:18]=1[O:19][CH3:20])[C:2]1[CH:7]=CC=CC=1.[O:25]=[S:26]1(=[O:36])[CH2:31][CH2:30][N:29](CCCO)[CH2:28][CH2:27]1, predict the reaction product. The product is: [O:25]=[S:26]1(=[O:36])[CH2:31][CH2:30][N:29]([CH2:7][CH2:2][CH2:1][O:8][C:9]2[CH:10]=[CH:11][C:12]3[C:13]4[N:14]([CH2:22][CH2:23][N:24]=4)[C:15]([NH2:21])=[N:16][C:17]=3[C:18]=2[O:19][CH3:20])[CH2:28][CH2:27]1.